Dataset: Catalyst prediction with 721,799 reactions and 888 catalyst types from USPTO. Task: Predict which catalyst facilitates the given reaction. (1) Reactant: [C:1]1([N:7]2[C:12](=[O:13])[C:11]3[S:14][CH:15]=[C:16]([C:17]4[CH:22]=[CH:21][CH:20]=[CH:19][CH:18]=4)[C:10]=3[N:9]=[CH:8]2)[CH:6]=[CH:5][CH:4]=CC=1.NC1C(C2C=CC=CC=2)=CSC=1C(OC)=O.C(OCC)(OCC)OCC.C1(CN)CC1. Product: [CH:6]1([CH2:1][N:7]2[C:12](=[O:13])[C:11]3[S:14][CH:15]=[C:16]([C:17]4[CH:22]=[CH:21][CH:20]=[CH:19][CH:18]=4)[C:10]=3[N:9]=[CH:8]2)[CH2:4][CH2:5]1. The catalyst class is: 15. (2) Reactant: Cl[CH2:2][C:3]([C:5]1[C:6]([CH3:18])=[N:7][N:8]([C:11]2[CH:16]=[CH:15][C:14]([Cl:17])=[CH:13][CH:12]=2)[C:9]=1[CH3:10])=[O:4].[NH:19]1[CH2:24][CH2:23][CH2:22][CH2:21][CH2:20]1. Product: [Cl:17][C:14]1[CH:15]=[CH:16][C:11]([N:8]2[C:9]([CH3:10])=[C:5]([C:3](=[O:4])[CH2:2][N:19]3[CH2:24][CH2:23][CH2:22][CH2:21][CH2:20]3)[C:6]([CH3:18])=[N:7]2)=[CH:12][CH:13]=1. The catalyst class is: 13. (3) Reactant: [C:1]1([C:11]([C:13]2[CH:18]=[CH:17][CH:16]=[CH:15][CH:14]=2)=O)[C:10]2[C:5](=[CH:6][CH:7]=[CH:8][CH:9]=2)C=[CH:3][CH:2]=1.C([O-])(=O)C.[NH4+].[BH3-][C:25]#[N:26].[Na+].Cl. Product: [CH:11]1[C:13]2[C:18](=[CH:17][CH:16]=[CH:15][CH:14]=2)[CH:3]=[CH:2][C:1]=1[C:10]1([CH:5]=[CH:6][CH:7]=[CH:8][CH2:9]1)[CH2:25][NH2:26]. The catalyst class is: 5. (4) Reactant: [Cr](Cl)([O-])(=O)=O.[NH+]1C=CC=CC=1.[C:12]([O:16][C:17]([N:19]1[CH2:23][CH2:22][CH2:21][CH:20]1[CH:24]([OH:42])[CH:25]([CH2:34][CH2:35][C:36]1[CH:41]=[CH:40][CH:39]=[CH:38][CH:37]=1)[CH2:26][CH2:27][C:28]1[CH:33]=[CH:32][CH:31]=[CH:30][CH:29]=1)=[O:18])([CH3:15])([CH3:14])[CH3:13]. Product: [C:12]([O:16][C:17]([N:19]1[CH2:23][CH2:22][CH2:21][CH:20]1[C:24](=[O:42])[CH:25]([CH2:34][CH2:35][C:36]1[CH:37]=[CH:38][CH:39]=[CH:40][CH:41]=1)[CH2:26][CH2:27][C:28]1[CH:33]=[CH:32][CH:31]=[CH:30][CH:29]=1)=[O:18])([CH3:15])([CH3:13])[CH3:14]. The catalyst class is: 2. (5) Reactant: [NH2:1][C:2]1[C:11]([Br:12])=[C:10]2[C:5]([CH2:6][CH2:7][C:8]([CH3:15])([CH3:14])[C:9]2=[O:13])=[CH:4][CH:3]=1.[F:16][C:17]1[CH:22]=[CH:21][CH:20]=[CH:19][C:18]=1[S:23](Cl)(=[O:25])=[O:24].N1C=CC=CC=1. Product: [Br:12][C:11]1[C:10]2[C:9](=[O:13])[C:8]([CH3:15])([CH3:14])[CH2:7][CH2:6][C:5]=2[CH:4]=[CH:3][C:2]=1[NH:1][S:23]([C:18]1[CH:19]=[CH:20][CH:21]=[CH:22][C:17]=1[F:16])(=[O:25])=[O:24]. The catalyst class is: 4. (6) Reactant: I(C1C=CC=CC=1C(O)=O)(=O)=O.[OH:13][CH:14]([C:44]([NH:46][O:47][CH3:48])=[O:45])[CH:15]([NH:23][C:24](=[O:43])[C:25]1[CH:30]=[CH:29][CH:28]=[N:27][C:26]=1[N:31]1[CH:35]=[C:34]([CH3:36])[C:33]([C:37]2[CH:42]=[CH:41][CH:40]=[CH:39][CH:38]=2)=[N:32]1)[CH2:16][C:17]1[CH:22]=[CH:21][CH:20]=[CH:19][CH:18]=1. The catalyst class is: 4. Product: [CH3:48][O:47][NH:46][C:44](=[O:45])[C:14](=[O:13])[CH:15]([NH:23][C:24]([C:25]1[C:26]([N:31]2[CH:35]=[C:34]([CH3:36])[C:33]([C:37]3[CH:38]=[CH:39][CH:40]=[CH:41][CH:42]=3)=[N:32]2)=[N:27][CH:28]=[CH:29][CH:30]=1)=[O:43])[CH2:16][C:17]1[CH:18]=[CH:19][CH:20]=[CH:21][CH:22]=1. (7) Reactant: Cl[C:2]1[CH:7]=[CH:6][C:5]([N+:8]([O-:10])=[O:9])=[CH:4][N:3]=1.[CH3:11][NH:12][CH3:13]. Product: [CH3:11][N:12]([CH3:13])[C:2]1[CH:7]=[CH:6][C:5]([N+:8]([O-:10])=[O:9])=[CH:4][N:3]=1. The catalyst class is: 5.